Predict the product of the given reaction. From a dataset of Forward reaction prediction with 1.9M reactions from USPTO patents (1976-2016). (1) Given the reactants [F-].C([N+](CCCC)(CCCC)CCCC)CCC.[Si]([O:26][C:27]1[C:36]2[C:31](=[CH:32][CH:33]=[CH:34][CH:35]=2)[C:30]([CH2:37][CH2:38][CH2:39][CH2:40][NH:41][C:42](=[O:51])[O:43][CH2:44][C:45]2[CH:50]=[CH:49][CH:48]=[CH:47][CH:46]=2)=[CH:29][CH:28]=1)(C(C)(C)C)(C)C, predict the reaction product. The product is: [OH:26][C:27]1[C:36]2[C:31](=[CH:32][CH:33]=[CH:34][CH:35]=2)[C:30]([CH2:37][CH2:38][CH2:39][CH2:40][NH:41][C:42](=[O:51])[O:43][CH2:44][C:45]2[CH:50]=[CH:49][CH:48]=[CH:47][CH:46]=2)=[CH:29][CH:28]=1. (2) Given the reactants C(OC([NH:8][C:9]1[S:13][C:12]([C:14]2[C:19]([F:20])=[CH:18][CH:17]=[CH:16][C:15]=2[F:21])=[N:11][C:10]=1[C:22]([NH:24][C:25]1[CH:26]=[N:27][C:28]2[C:33]([C:34]=1[N:35]1[CH2:40][CH2:39][CH2:38][C@H:37]([NH:41]C(=O)OC(C)(C)C)[CH2:36]1)=[CH:32][CH:31]=[CH:30][CH:29]=2)=[O:23])=O)(C)(C)C.C(O)(C(F)(F)F)=O, predict the reaction product. The product is: [NH2:8][C:9]1[S:13][C:12]([C:14]2[C:19]([F:20])=[CH:18][CH:17]=[CH:16][C:15]=2[F:21])=[N:11][C:10]=1[C:22]([NH:24][C:25]1[CH:26]=[N:27][C:28]2[C:33]([C:34]=1[N:35]1[CH2:40][CH2:39][CH2:38][C@H:37]([NH2:41])[CH2:36]1)=[CH:32][CH:31]=[CH:30][CH:29]=2)=[O:23].